The task is: Predict which catalyst facilitates the given reaction.. This data is from Catalyst prediction with 721,799 reactions and 888 catalyst types from USPTO. (1) Reactant: [C:1]([NH:8][CH2:9][CH2:10][NH2:11])([O:3][C:4]([CH3:7])([CH3:6])[CH3:5])=[O:2].[C:12]([O:16][C:17]1[CH:24]=[CH:23][CH:22]=[CH:21][C:18]=1[CH:19]=O)([CH3:15])([CH3:14])[CH3:13].[BH4-].[Na+]. Product: [C:12]([O:16][C:17]1[CH:24]=[CH:23][CH:22]=[CH:21][C:18]=1[CH2:19][NH:11][CH2:10][CH2:9][NH:8][C:1](=[O:2])[O:3][C:4]([CH3:5])([CH3:6])[CH3:7])([CH3:15])([CH3:13])[CH3:14]. The catalyst class is: 23. (2) Reactant: [Cl:1][C:2]1[CH:11]=[CH:10][CH:9]=[C:8]2[C:3]=1[CH:4]1[C:12](=C(C)C)[CH:7]2[CH2:6][CH2:5]1.[O:16]=[O+][O-].C1C=CC(P(C2C=CC=CC=2)C2C=CC=CC=2)=CC=1. Product: [Cl:1][C:2]1[CH:11]=[CH:10][CH:9]=[C:8]2[C:3]=1[CH:4]1[C:12](=[O:16])[CH:7]2[CH2:6][CH2:5]1. The catalyst class is: 61. (3) Reactant: [CH2:1]1[C:9]2[C:4](=[CH:5][CH:6]=[CH:7][CH:8]=2)[CH2:3][CH:2]1[NH2:10].Cl[C:12]1[C:13]2[C:20]([CH3:21])=[CH:19][S:18][C:14]=2[N:15]=[CH:16][N:17]=1.CCN(CC)CC. Product: [CH2:1]1[C:9]2[C:4](=[CH:5][CH:6]=[CH:7][CH:8]=2)[CH2:3][CH:2]1[NH:10][C:12]1[C:13]2[C:20]([CH3:21])=[CH:19][S:18][C:14]=2[N:15]=[CH:16][N:17]=1. The catalyst class is: 14. (4) Reactant: [C:1]([O:5][C:6]([N:8]1[CH2:13][CH2:12][N:11]([C:14]2[N:19]=[C:18]([C:20]3[CH:25]=[CH:24][N:23]=[C:22]([N:26]([C:33]([O:35][C:36]([CH3:39])([CH3:38])[CH3:37])=[O:34])[CH:27]4[CH2:32][CH2:31][CH2:30][CH2:29][CH2:28]4)[CH:21]=3)[CH:17]=[C:16]([N+]([O-])=O)[CH:15]=2)[CH2:10][CH2:9]1)=[O:7])([CH3:4])([CH3:3])[CH3:2].[OH-].[K+].CS(C)=[O:47]. Product: [C:1]([O:5][C:6]([N:8]1[CH2:13][CH2:12][N:11]([C:14]2[N:19]=[C:18]([C:20]3[CH:25]=[CH:24][N:23]=[C:22]([N:26]([C:33]([O:35][C:36]([CH3:39])([CH3:37])[CH3:38])=[O:34])[CH:27]4[CH2:32][CH2:31][CH2:30][CH2:29][CH2:28]4)[CH:21]=3)[CH:17]=[C:16]([OH:47])[CH:15]=2)[CH2:10][CH2:9]1)=[O:7])([CH3:3])([CH3:4])[CH3:2]. The catalyst class is: 2. (5) Reactant: C(OC(=O)[NH:10][CH2:11][CH2:12][CH2:13][CH2:14][C@H:15]([NH:27][C:28]([C:30]1[NH:31][C:32](=[O:36])[CH:33]=[CH:34][CH:35]=1)=[O:29])[C:16]([C:18]1[S:19][C:20]2[CH:26]=[CH:25][CH:24]=[CH:23][C:21]=2[N:22]=1)=[O:17])C1C=CC=CC=1.Br.CC(O)=O. Product: [NH2:10][CH2:11][CH2:12][CH2:13][CH2:14][C@H:15]([NH:27][C:28]([C:30]1[NH:31][C:32](=[O:36])[CH:33]=[CH:34][CH:35]=1)=[O:29])[C:16]([C:18]1[S:19][C:20]2[CH:26]=[CH:25][CH:24]=[CH:23][C:21]=2[N:22]=1)=[O:17]. The catalyst class is: 52. (6) Reactant: CO[C:3]1[C:7](OC)=[CH:6][S:5][CH:4]=1.[CH3:10][CH:11]([OH:16])[CH2:12][CH:13]([OH:15])[CH3:14].C(C1C=CC=CC=1S(O)(=O)=O)CCCCCCCCCCC. Product: [CH3:10][CH:11]1[O:16][C:3]2=[CH:4][S:5][CH:6]=[C:7]2[O:15][CH:13]([CH3:14])[CH2:12]1. The catalyst class is: 22. (7) Reactant: [Cl:1][C:2]1[CH:3]=[C:4]2[C:9](=[CH:10][CH:11]=1)[CH:8]=[C:7]([S:12]([CH2:15][CH2:16][C:17]([OH:19])=O)(=[O:14])=[O:13])[CH:6]=[CH:5]2.[C:20]([O:24][C:25]([N:27]1[CH2:32][CH2:31][CH:30]([NH:33][CH2:34][CH2:35][C:36]([O:38][CH2:39][CH3:40])=[O:37])[CH2:29][CH2:28]1)=[O:26])([CH3:23])([CH3:22])[CH3:21].[Cl-].COC1N=C(OC)N=C([N+]2(C)CCOCC2)N=1. Product: [Cl:1][C:2]1[CH:3]=[C:4]2[C:9](=[CH:10][CH:11]=1)[CH:8]=[C:7]([S:12]([CH2:15][CH2:16][C:17]([N:33]([CH2:34][CH2:35][C:36]([O:38][CH2:39][CH3:40])=[O:37])[CH:30]1[CH2:31][CH2:32][N:27]([C:25]([O:24][C:20]([CH3:21])([CH3:22])[CH3:23])=[O:26])[CH2:28][CH2:29]1)=[O:19])(=[O:13])=[O:14])[CH:6]=[CH:5]2. The catalyst class is: 1. (8) Reactant: C(OC(N[CH:12]([P:16](=O)(O)[OH:17])[CH:13](C)C)=O)C1C=CC=CC=1.S(Cl)(Cl)(=O)=[O:21].C(OC(NC(=NC(OC(C)(C)C)=O)N[C:35]1[CH:40]=[CH:39][CH:38]=[CH:37][C:36]=1[C:41]1N(CO)N=NN=1)=O)(C)(C)C.C[N:57]([CH:59]=[O:60])[CH3:58]. Product: [PH2:16]([CH2:12][CH2:13][CH2:58][NH:57][C:59](=[O:60])[O:21][CH2:41][C:36]1[CH:35]=[CH:40][CH:39]=[CH:38][CH:37]=1)=[O:17]. The catalyst class is: 13.